From a dataset of Full USPTO retrosynthesis dataset with 1.9M reactions from patents (1976-2016). Predict the reactants needed to synthesize the given product. (1) Given the product [CH:17]1([C:2]2[C:7]([CH:8]=[O:9])=[C:6]([NH:10][C:11](=[O:16])[C:12]([CH3:15])([CH3:14])[CH3:13])[CH:5]=[CH:4][N:3]=2)[CH2:19][CH2:18]1, predict the reactants needed to synthesize it. The reactants are: Cl[C:2]1[C:7]([CH:8]=[O:9])=[C:6]([NH:10][C:11](=[O:16])[C:12]([CH3:15])([CH3:14])[CH3:13])[CH:5]=[CH:4][N:3]=1.[CH:17]1(B(O)O)[CH2:19][CH2:18]1.C1(P(C2CCCCC2)C2CCCCC2)CCCCC1.P([O-])([O-])([O-])=O.[K+].[K+].[K+]. (2) Given the product [Cl:15][C:16]1[N:21]=[C:20]([NH:3][C:4]2[C:9]3[O:10][CH2:11][O:12][C:8]=3[CH:7]=[C:6]([C:13]#[N:14])[CH:5]=2)[CH:19]=[CH:18][N:17]=1, predict the reactants needed to synthesize it. The reactants are: [H-].[Na+].[NH2:3][C:4]1[C:9]2[O:10][CH2:11][O:12][C:8]=2[CH:7]=[C:6]([C:13]#[N:14])[CH:5]=1.[Cl:15][C:16]1[N:21]=[C:20](Cl)[CH:19]=[CH:18][N:17]=1. (3) The reactants are: [OH:1][CH2:2][CH2:3][CH2:4][N:5]1[CH:9]=[C:8]([C:10]([NH:12][CH2:13][C:14]2[CH:19]=[CH:18][C:17]([C:20]([F:23])([F:22])[F:21])=[CH:16][CH:15]=2)=[O:11])[C:7]([O:24][CH:25]([CH3:27])[CH3:26])=[N:6]1.[CH2:28]([C:30]1[C:31](O)=[C:32]([CH2:36][C:37]([O:39]C)=[O:38])[CH:33]=[CH:34][CH:35]=1)[CH3:29].C(P(CCCC)CCCC)CCC.N(C(N1CCCCC1)=O)=NC(N1CCCCC1)=O.O1CCCC1CO.[OH-].[Na+].Cl. Given the product [CH2:28]([C:30]1[C:31]([O:1][CH2:2][CH2:3][CH2:4][N:5]2[CH:9]=[C:8]([C:10]([NH:12][CH2:13][C:14]3[CH:19]=[CH:18][C:17]([C:20]([F:23])([F:21])[F:22])=[CH:16][CH:15]=3)=[O:11])[C:7]([O:24][CH:25]([CH3:27])[CH3:26])=[N:6]2)=[C:32]([CH2:36][C:37]([OH:39])=[O:38])[CH:33]=[CH:34][CH:35]=1)[CH3:29], predict the reactants needed to synthesize it.